This data is from Forward reaction prediction with 1.9M reactions from USPTO patents (1976-2016). The task is: Predict the product of the given reaction. Given the reactants Cl[CH2:2][CH2:3][NH:4][C:5]([NH:7][C:8]1[CH:13]=[CH:12][CH:11]=[C:10]([C:14]#[N:15])[CH:9]=1)=[O:6].[OH-].[K+], predict the reaction product. The product is: [O:6]=[C:5]1[NH:4][CH2:3][CH2:2][N:7]1[C:8]1[CH:9]=[C:10]([CH:11]=[CH:12][CH:13]=1)[C:14]#[N:15].